The task is: Predict which catalyst facilitates the given reaction.. This data is from Catalyst prediction with 721,799 reactions and 888 catalyst types from USPTO. (1) Reactant: [C:1]([CH2:3][CH:4]1[CH2:9][CH2:8][N:7]([C:10]([O:12][C:13]([CH3:16])([CH3:15])[CH3:14])=[O:11])[CH2:6][CH2:5]1)#[N:2].C[C:18](C)([O-:20])C.[K+].C(OCC)=O.O. Product: [C:1]([CH:3]([CH:4]1[CH2:5][CH2:6][N:7]([C:10]([O:12][C:13]([CH3:16])([CH3:15])[CH3:14])=[O:11])[CH2:8][CH2:9]1)[CH:18]=[O:20])#[N:2]. The catalyst class is: 9. (2) Reactant: [OH:1][C:2]1[CH:7]=[CH:6][C:5]([C:8]2[O:12][N:11]=[C:10]3[C:13]4[C:18]([CH:19]=[CH:20][C:9]=23)=[CH:17][C:16]([OH:21])=[CH:15][CH:14]=4)=[CH:4][CH:3]=1.[C:22](Cl)(=[O:24])[CH3:23].N1[CH:31]=[CH:30]C=CC=1.C([O-])(O)=[O:33].[Na+]. Product: [C:22]([O:21][C:16]1[CH:17]=[C:18]2[C:13](=[CH:14][CH:15]=1)[C:10]1=[N:11][O:12][C:8]([C:5]3[CH:4]=[CH:3][C:2]([O:1][C:30](=[O:33])[CH3:31])=[CH:7][CH:6]=3)=[C:9]1[CH:20]=[CH:19]2)(=[O:24])[CH3:23]. The catalyst class is: 1. (3) Product: [CH3:24][CH:23]([O:25][C:26]1[N:31]=[CH:30][C:29]([C:32]2[O:34][N:56]=[C:39]([C:40]3[CH:41]=[C:42]4[C:46](=[CH:47][CH:48]=3)[NH:45][C:44]([CH2:49][CH2:50][C:51]([O:53][CH2:54][CH3:55])=[O:52])=[CH:43]4)[N:38]=2)=[CH:28][C:27]=1[O:35][CH3:36])[CH3:22]. Reactant: CCN=C=NCCCN(C)C.C1C=CC2N(O)N=NC=2C=1.[CH3:22][CH:23]([O:25][C:26]1[N:31]=[CH:30][C:29]([C:32]([OH:34])=O)=[CH:28][C:27]=1[O:35][CH3:36])[CH3:24].O[NH:38]/[C:39](=[N:56]\[H])/[C:40]1[CH:41]=[C:42]2[C:46](=[CH:47][CH:48]=1)[NH:45][C:44]([CH2:49][CH2:50][C:51]([O:53][CH2:54][CH3:55])=[O:52])=[CH:43]2.CCCC[N+](CCCC)(CCCC)CCCC.[F-]. The catalyst class is: 1. (4) Reactant: C[O:2][C:3]([C:5]1[C:6]([OH:29])=[C:7]2[C:12](=[CH:13][N:14]=1)[N:11]([CH2:15][C:16]1[CH:21]=[CH:20][CH:19]=[CH:18][CH:17]=1)[C:10](=[O:22])[C:9]([C:23]1[CH:28]=[CH:27][CH:26]=[CH:25][CH:24]=1)=[CH:8]2)=O.[CH3:30][NH2:31]. Product: [CH3:30][NH:31][C:3]([C:5]1[C:6]([OH:29])=[C:7]2[C:12](=[CH:13][N:14]=1)[N:11]([CH2:15][C:16]1[CH:21]=[CH:20][CH:19]=[CH:18][CH:17]=1)[C:10](=[O:22])[C:9]([C:23]1[CH:24]=[CH:25][CH:26]=[CH:27][CH:28]=1)=[CH:8]2)=[O:2]. The catalyst class is: 14. (5) Reactant: [NH2:1][C:2]1[C:3]([F:9])=[C:4]([OH:8])[CH:5]=[CH:6][CH:7]=1.Cl[C:11]1[N:12]=[C:13]([NH:22][C:23]2[CH:28]=[CH:27][C:26]([N:29]3[CH2:34][CH2:33][N:32]([CH3:35])[CH2:31][CH2:30]3)=[CH:25][CH:24]=2)[C:14]([C:19]([NH2:21])=[O:20])=[N:15][C:16]=1[CH2:17][CH3:18].C(=O)([O-])[O-].[K+].[K+].CN1CCCC1=O. Product: [NH2:1][C:2]1[C:3]([F:9])=[C:4]([CH:5]=[CH:6][CH:7]=1)[O:8][C:11]1[N:12]=[C:13]([NH:22][C:23]2[CH:24]=[CH:25][C:26]([N:29]3[CH2:34][CH2:33][N:32]([CH3:35])[CH2:31][CH2:30]3)=[CH:27][CH:28]=2)[C:14]([C:19]([NH2:21])=[O:20])=[N:15][C:16]=1[CH2:17][CH3:18]. The catalyst class is: 6. (6) Reactant: [Cl:1][C:2]1[C:3]([C:25]#[N:26])=[C:4]([C:8]([NH:10][C@@H:11]2[CH2:16][CH2:15][N:14](C(OCC)=O)[CH2:13][C@@H:12]2[O:22][CH2:23][CH3:24])=[O:9])[NH:5][C:6]=1[CH3:7].[OH-].[K+].O.NN.O. Product: [Cl:1][C:2]1[C:3]([C:25]#[N:26])=[C:4]([C:8]([NH:10][C@@H:11]2[CH2:16][CH2:15][NH:14][CH2:13][C@@H:12]2[O:22][CH2:23][CH3:24])=[O:9])[NH:5][C:6]=1[CH3:7]. The catalyst class is: 196. (7) Reactant: [C:1]([N:4]1[C:13]2[C:8](=[CH:9][C:10]([C:14]3[CH:19]=[CH:18][C:17]([CH2:20][N:21]4[CH2:26][CH2:25][CH2:24][CH2:23][CH2:22]4)=[CH:16][CH:15]=3)=[CH:11][CH:12]=2)[C@H:7]([NH2:27])[CH2:6][C@@H:5]1[CH2:28][CH3:29])(=[O:3])[CH3:2].CCN(C(C)C)C(C)C.[CH2:39]([O:42][C:43](Cl)=[O:44])[CH2:40][CH3:41]. Product: [C:1]([N:4]1[C:13]2[C:8](=[CH:9][C:10]([C:14]3[CH:19]=[CH:18][C:17]([CH2:20][N:21]4[CH2:26][CH2:25][CH2:24][CH2:23][CH2:22]4)=[CH:16][CH:15]=3)=[CH:11][CH:12]=2)[C@H:7]([NH:27][C:43](=[O:44])[O:42][CH2:39][CH2:40][CH3:41])[CH2:6][C@@H:5]1[CH2:28][CH3:29])(=[O:3])[CH3:2]. The catalyst class is: 4. (8) Reactant: [OH:1][CH2:2][C:3]1[CH:19]=[C:6]2[O:7][C:8]3[CH2:9][N:10]([C:14]([O:16][CH2:17][CH3:18])=[O:15])[CH2:11][CH2:12][C:13]=3[N:5]2[N:4]=1. Product: [CH:2]([C:3]1[CH:19]=[C:6]2[O:7][C:8]3[CH2:9][N:10]([C:14]([O:16][CH2:17][CH3:18])=[O:15])[CH2:11][CH2:12][C:13]=3[N:5]2[N:4]=1)=[O:1]. The catalyst class is: 703. (9) Reactant: [CH3:1][N:2]1[C:6]([C:7](Cl)=[O:8])=[C:5]([CH3:10])[C:4]([C:11]2[CH:16]=[CH:15][C:14]([O:17][CH2:18][C:19]3[C:24]([N:25]4[C:29](=[O:30])[N:28]([CH3:31])[N:27]=[N:26]4)=[CH:23][CH:22]=[CH:21][C:20]=3[CH3:32])=[C:13]([CH3:33])[CH:12]=2)=[N:3]1.[NH3:34]. Product: [CH3:32][C:20]1[C:19]([CH2:18][O:17][C:14]2[CH:15]=[CH:16][C:11]([C:4]3[C:5]([CH3:10])=[C:6]([C:7]([NH2:34])=[O:8])[N:2]([CH3:1])[N:3]=3)=[CH:12][C:13]=2[CH3:33])=[C:24]([N:25]2[C:29](=[O:30])[N:28]([CH3:31])[N:27]=[N:26]2)[CH:23]=[CH:22][CH:21]=1. The catalyst class is: 7. (10) Reactant: [Br:1][C:2]1[CH:11]=[C:10]([CH3:12])[CH:9]=[CH:8][C:3]=1[C:4]([O:6][CH3:7])=[O:5].[I:13]I.S(=O)(=O)(O)O. Product: [Br:1][C:2]1[CH:11]=[C:10]([CH3:12])[C:9]([I:13])=[CH:8][C:3]=1[C:4]([O:6][CH3:7])=[O:5]. The catalyst class is: 52.